Dataset: Full USPTO retrosynthesis dataset with 1.9M reactions from patents (1976-2016). Task: Predict the reactants needed to synthesize the given product. (1) The reactants are: C1N=CN([C:6]([N:8]2C=NC=C2)=[O:7])C=1.[Br:13][CH2:14][CH2:15][OH:16].Cl.[CH3:18][O:19]N.N1C=CN=C1. Given the product [CH3:18][O:19][NH:8][C:6](=[O:7])[O:16][CH2:15][CH2:14][Br:13], predict the reactants needed to synthesize it. (2) Given the product [S:31]1[C:32]2[CH:38]=[CH:37][CH:36]=[CH:35][C:33]=2[N:34]=[C:30]1[NH:2][C:3]1[C:4]([CH3:28])=[C:5]2[C:10]([NH:11][C:12]3[CH:13]=[CH:14][C:15]([O:18][C:19]4[CH:24]=[CH:23][CH:22]=[CH:21][CH:20]=4)=[CH:16][CH:17]=3)=[C:9]([C:25]#[N:26])[CH:8]=[N:7][N:6]2[CH:27]=1, predict the reactants needed to synthesize it. The reactants are: Cl.[NH2:2][C:3]1[C:4]([CH3:28])=[C:5]2[C:10]([NH:11][C:12]3[CH:17]=[CH:16][C:15]([O:18][C:19]4[CH:24]=[CH:23][CH:22]=[CH:21][CH:20]=4)=[CH:14][CH:13]=3)=[C:9]([C:25]#[N:26])[CH:8]=[N:7][N:6]2[CH:27]=1.Cl[C:30]1[S:31][C:32]2[CH:38]=[CH:37][CH:36]=[CH:35][C:33]=2[N:34]=1.